This data is from Forward reaction prediction with 1.9M reactions from USPTO patents (1976-2016). The task is: Predict the product of the given reaction. (1) Given the reactants [CH3:1][S:2]([NH:5][CH2:6][CH2:7][NH:8][CH:9]1[CH2:14][CH2:13][CH:12]([CH2:15][C:16]([O:18][CH2:19][CH3:20])=[O:17])[CH2:11][CH2:10]1)(=[O:4])=[O:3].[C:21]([O:25][C:26](O[C:26]([O:25][C:21]([CH3:24])([CH3:23])[CH3:22])=[O:27])=[O:27])([CH3:24])([CH3:23])[CH3:22].C(N(C(C)C)CC)(C)C, predict the reaction product. The product is: [C:21]([O:25][C:26]([N:8]([CH2:7][CH2:6][NH:5][S:2]([CH3:1])(=[O:4])=[O:3])[CH:9]1[CH2:14][CH2:13][CH:12]([CH2:15][C:16]([O:18][CH2:19][CH3:20])=[O:17])[CH2:11][CH2:10]1)=[O:27])([CH3:24])([CH3:23])[CH3:22]. (2) Given the reactants C(OC([N:8]1[CH2:13][CH2:12][C:11]2[N:14]=[C:15]([C:17]3[S:18][C:19]4[C:25]([N:26]5[CH2:31][CH2:30][O:29][CH2:28][CH2:27]5)=[CH:24][CH:23]=[C:22]([O:32][CH3:33])[C:20]=4[N:21]=3)[NH:16][C:10]=2[CH2:9]1)=O)(C)(C)C.[ClH:34], predict the reaction product. The product is: [ClH:34].[CH3:33][O:32][C:22]1[C:20]2[N:21]=[C:17]([C:15]3[NH:14][C:11]4[CH2:12][CH2:13][NH:8][CH2:9][C:10]=4[N:16]=3)[S:18][C:19]=2[C:25]([N:26]2[CH2:27][CH2:28][O:29][CH2:30][CH2:31]2)=[CH:24][CH:23]=1.